Dataset: Full USPTO retrosynthesis dataset with 1.9M reactions from patents (1976-2016). Task: Predict the reactants needed to synthesize the given product. (1) Given the product [Br:1][C:2]1[C:7](=[O:8])[N:6]([CH2:9][CH2:10][CH2:11][C:12]([NH:52][CH2:51][C:48]2[CH:49]=[CH:50][N:45]=[CH:46][CH:47]=2)=[O:13])[N:5]=[CH:4][C:3]=1[NH:15][C@@H:16]1[CH2:21][C@@H:20]2[CH2:22][C@@H:18]([C:19]2([CH3:23])[CH3:24])[C@H:17]1[CH3:25], predict the reactants needed to synthesize it. The reactants are: [Br:1][C:2]1[C:7](=[O:8])[N:6]([CH2:9][CH2:10][CH2:11][C:12](O)=[O:13])[N:5]=[CH:4][C:3]=1[NH:15][C@@H:16]1[CH2:21][C@@H:20]2[CH2:22][C@@H:18]([C:19]2([CH3:24])[CH3:23])[C@H:17]1[CH3:25].Cl.CN(C)CCCN=C=NCC.C(N(CC)CC)C.[N:45]1[CH:50]=[CH:49][C:48]([CH2:51][NH2:52])=[CH:47][CH:46]=1. (2) Given the product [CH3:10][O:11][C:12]([C:14]1[S:15][C:16]([Br:36])=[CH:17][C:18]=1[N:19]([C@H:29]1[CH2:34][CH2:33][C@@H:32]([F:7])[CH2:31][CH2:30]1)[C:20]([C@H:22]1[CH2:27][CH2:26][C@H:25]([CH3:28])[CH2:24][CH2:23]1)=[O:21])=[O:13].[CH3:10][O:11][C:12]([C:14]1[S:15][C:16]([Br:36])=[CH:17][C:18]=1[N:19]([C@H:29]1[CH2:34][CH2:33][C@H:32]([F:7])[CH2:31][CH2:30]1)[C:20]([C@H:22]1[CH2:27][CH2:26][C@H:25]([CH3:28])[CH2:24][CH2:23]1)=[O:21])=[O:13], predict the reactants needed to synthesize it. The reactants are: C(N(S(F)(F)[F:7])CC)C.[CH3:10][O:11][C:12]([C:14]1[S:15][C:16]([Br:36])=[CH:17][C:18]=1[N:19]([C@H:29]1[CH2:34][CH2:33][C@H:32](O)[CH2:31][CH2:30]1)[C:20]([C@H:22]1[CH2:27][CH2:26][C@H:25]([CH3:28])[CH2:24][CH2:23]1)=[O:21])=[O:13].C([O-])(O)=O.[Na+]. (3) Given the product [F:1][C:2]1[CH:3]=[CH:4][C:5]([C:6]([NH:8][C@@H:9]([CH2:13][CH2:14][CH2:15][C:16]([O:18][CH3:21])=[O:17])[C:10]([OH:12])=[O:11])=[O:7])=[CH:19][CH:20]=1, predict the reactants needed to synthesize it. The reactants are: [F:1][C:2]1[CH:20]=[CH:19][C:5]([C:6]([NH:8][C@@H:9]([CH2:13][CH2:14][CH2:15][C:16]([OH:18])=[O:17])[C:10]([OH:12])=[O:11])=[O:7])=[CH:4][CH:3]=1.[C:21](Cl)(=O)C.C([O-])([O-])=O.[Na+].[Na+]. (4) The reactants are: [Br:1][C:2]1[C:7]2[NH:8][C:9](Cl)=[N:10][C:6]=2[CH:5]=[C:4]([C:12]([F:15])([F:14])[F:13])[CH:3]=1.[Cl:16][C:17]1[CH:18]=[C:19]([CH2:30][OH:31])[CH:20]=[N:21][C:22]=1[N:23]1[CH2:28][CH2:27][NH:26][C@H:25]([CH3:29])[CH2:24]1. Given the product [Br:1][C:2]1[C:7]2[NH:8][C:9]([N:26]3[CH2:27][CH2:28][N:23]([C:22]4[N:21]=[CH:20][C:19]([CH2:30][OH:31])=[CH:18][C:17]=4[Cl:16])[CH2:24][C@H:25]3[CH3:29])=[N:10][C:6]=2[CH:5]=[C:4]([C:12]([F:15])([F:14])[F:13])[CH:3]=1, predict the reactants needed to synthesize it. (5) Given the product [C:1]([O:5][C:6](=[O:35])[N:7]([CH:9]1[CH2:14][CH2:13][CH:12]([N:15]([C:42]([C:41]2[S:40][C:39]3[C:45]([F:50])=[CH:46][CH:47]=[C:48]([F:49])[C:38]=3[C:37]=2[Cl:36])=[O:43])[CH2:16][C:17]2[CH:18]=[C:19]([C:25]3[CH:30]=[CH:29][C:28]([S:31](=[O:33])(=[O:34])[NH2:32])=[CH:27][CH:26]=3)[CH:20]=[CH:21][C:22]=2[O:23][CH3:24])[CH2:11][CH2:10]1)[CH3:8])([CH3:4])([CH3:2])[CH3:3], predict the reactants needed to synthesize it. The reactants are: [C:1]([O:5][C:6](=[O:35])[N:7]([CH:9]1[CH2:14][CH2:13][CH:12]([NH:15][CH2:16][C:17]2[CH:18]=[C:19]([C:25]3[CH:30]=[CH:29][C:28]([S:31](=[O:34])(=[O:33])[NH2:32])=[CH:27][CH:26]=3)[CH:20]=[CH:21][C:22]=2[O:23][CH3:24])[CH2:11][CH2:10]1)[CH3:8])([CH3:4])([CH3:3])[CH3:2].[Cl:36][C:37]1[C:38]2[C:48]([F:49])=[CH:47][CH:46]=[C:45]([F:50])[C:39]=2[S:40][C:41]=1[C:42](Cl)=[O:43]. (6) The reactants are: [CH2:1]1[CH:9]2[N:4]([CH2:5][CH2:6][C:7](=O)[CH2:8]2)[CH2:3][CH2:2]1.[NH3:11].C(O)C.[H][H]. Given the product [NH2:11][CH:7]1[CH2:8][CH:9]2[N:4]([CH2:3][CH2:2][CH2:1]2)[CH2:5][CH2:6]1, predict the reactants needed to synthesize it. (7) Given the product [CH3:59][C@H:60]1[CH2:61][CH2:62][C@H:63]([C:53]2[CH:54]=[CH:55][C:50]([C:48]#[N:49])=[CH:51][CH:52]=2)[CH2:64][C:65]1=[O:66].[CH3:59][C@@H:60]1[CH2:61][CH2:62][C@H:63]([C:53]2[CH:54]=[CH:55][C:50]([C:48]#[N:49])=[CH:51][CH:52]=2)[CH2:64][C:65]1=[O:66], predict the reactants needed to synthesize it. The reactants are: [Cl-].C1(P(C2C=CC=CC=2)C2C=CC3C(=CC=CC=3)C=2C2C3C(=CC=CC=3)C=CC=2P(C2C=CC=CC=2)C2C=CC=CC=2)C=CC=CC=1.[C:48]([C:50]1[CH:55]=[CH:54][C:53](B(O)O)=[CH:52][CH:51]=1)#[N:49].[CH3:59][CH:60]1[C:65](=[O:66])[CH:64]=[CH:63][CH2:62][CH2:61]1.C(=O)([O-])[O-].[K+].[K+].